From a dataset of Forward reaction prediction with 1.9M reactions from USPTO patents (1976-2016). Predict the product of the given reaction. (1) Given the reactants [Cl:1][C:2]1[CH:3]=[C:4]([C:8]2[CH:20]=[CH:19][C:11]3[NH:12][C:13](=O)[O:14][C:15]([CH3:17])([CH3:16])[C:10]=3[CH:9]=2)[CH:5]=[CH:6][CH:7]=1.COC1C=CC(P2(SP(C3C=CC(OC)=CC=3)(=S)S2)=[S:30])=CC=1, predict the reaction product. The product is: [Cl:1][C:2]1[CH:3]=[C:4]([C:8]2[CH:20]=[CH:19][C:11]3[NH:12][C:13](=[S:30])[O:14][C:15]([CH3:17])([CH3:16])[C:10]=3[CH:9]=2)[CH:5]=[CH:6][CH:7]=1. (2) Given the reactants [Li+].[I-].[CH:3](=[O:10])[C:4]1[CH:9]=[CH:8][CH:7]=[CH:6][CH:5]=1.Br[CH:12]([CH3:23])[C:13](=[O:22])[C:14]([CH3:21])([CH3:20])[CH:15]([O:18][CH3:19])[O:16][CH3:17], predict the reaction product. The product is: [OH:10][CH:3]([C:4]1[CH:9]=[CH:8][CH:7]=[CH:6][CH:5]=1)[CH:12]([CH3:23])[C:13](=[O:22])[C:14]([CH3:20])([CH3:21])[CH:15]([O:16][CH3:17])[O:18][CH3:19]. (3) Given the reactants [Cl:1][C:2]1[CH:7]=[CH:6][C:5]([C:8]2[CH:17]=[C:16]([C:18]([OH:20])=O)[C:15]3[C:10](=[CH:11][CH:12]=[CH:13][CH:14]=3)[N:9]=2)=[CH:4][CH:3]=1.[NH2:21][C:22]1[CH:27]=[CH:26][CH:25]=[C:24]([F:28])[N:23]=1.C(N(CC)CC)C.CCCP1(OP(CCC)(=O)OP(CCC)(=O)O1)=O, predict the reaction product. The product is: [F:28][C:24]1[N:23]=[C:22]([NH:21][C:18]([C:16]2[C:15]3[C:10](=[CH:11][CH:12]=[CH:13][CH:14]=3)[N:9]=[C:8]([C:5]3[CH:4]=[CH:3][C:2]([Cl:1])=[CH:7][CH:6]=3)[CH:17]=2)=[O:20])[CH:27]=[CH:26][CH:25]=1. (4) The product is: [CH:1]1([CH2:7][N:8]2[C:12]([C:13]3[CH:18]=[C:17]([C:19]([CH3:20])([CH3:21])[CH3:22])[CH:16]=[C:15]([C:23]([CH3:26])([CH3:25])[CH3:24])[CH:14]=3)=[CH:11][C:10]([C:27]([NH:29][CH:30]3[CH2:33][S:32](=[O:36])(=[O:34])[CH2:31]3)=[O:28])=[C:9]2[CH3:35])[CH2:6][CH2:5][CH2:4][CH2:3][CH2:2]1. Given the reactants [CH:1]1([CH2:7][N:8]2[C:12]([C:13]3[CH:18]=[C:17]([C:19]([CH3:22])([CH3:21])[CH3:20])[CH:16]=[C:15]([C:23]([CH3:26])([CH3:25])[CH3:24])[CH:14]=3)=[CH:11][C:10]([C:27]([NH:29][CH:30]3[CH2:33][S:32](=[O:34])[CH2:31]3)=[O:28])=[C:9]2[CH3:35])[CH2:6][CH2:5][CH2:4][CH2:3][CH2:2]1.[OH:36]O, predict the reaction product. (5) Given the reactants [C:1]1([C:18]2[CH:23]=[CH:22][CH:21]=[CH:20][CH:19]=2)[CH:6]=[CH:5][C:4]([C:7]2[C:16]([F:17])=[CH:15][C:10]3[NH:11][C:12](=[S:14])[NH:13][C:9]=3[CH:8]=2)=[CH:3][CH:2]=1.[CH2:24](N(CC)CC)C.CI, predict the reaction product. The product is: [C:1]1([C:18]2[CH:23]=[CH:22][CH:21]=[CH:20][CH:19]=2)[CH:6]=[CH:5][C:4]([C:7]2[C:16]([F:17])=[CH:15][C:10]3[NH:11][C:12]([S:14][CH3:24])=[N:13][C:9]=3[CH:8]=2)=[CH:3][CH:2]=1. (6) Given the reactants [CH2:1]([C:3]1[C:12]([C:13]2[S:17][C:16]([C:18]3[CH:19]=[CH:20][C:21]([O:26][CH:27]([CH3:29])[CH3:28])=[C:22]([CH:25]=3)[C:23]#[N:24])=[N:15][CH:14]=2)=[CH:11][CH:10]=[C:9]2[C:4]=1[CH2:5][CH2:6][NH:7][CH2:8]2)[CH3:2].Br[CH2:31][CH2:32][CH2:33][C:34]([O:36]CC)=[O:35].C([O-])([O-])=O.[K+].[K+].[OH-].[Li+], predict the reaction product. The product is: [C:23]([C:22]1[CH:25]=[C:18]([C:16]2[S:17][C:13]([C:12]3[C:3]([CH2:1][CH3:2])=[C:4]4[C:9](=[CH:10][CH:11]=3)[CH2:8][N:7]([CH2:31][CH2:32][CH2:33][C:34]([OH:36])=[O:35])[CH2:6][CH2:5]4)=[CH:14][N:15]=2)[CH:19]=[CH:20][C:21]=1[O:26][CH:27]([CH3:28])[CH3:29])#[N:24]. (7) Given the reactants [F:1][C:2]([F:18])([F:17])[C:3]1[S:7][C:6]([CH2:8][NH:9][C:10]([NH:12][C:13]([S:15][CH3:16])=[NH:14])=[O:11])=[CH:5][CH:4]=1.[F:19][C:20]([F:26])([F:25])[C:21](OO)=[O:22], predict the reaction product. The product is: [F:19][C:20]([F:26])([F:25])[C:21]([NH:14][C:13]([S:15][CH3:16])=[N:12][C:10](=[O:11])[NH:9][CH2:8][C:6]1[S:7][C:3]([C:2]([F:1])([F:17])[F:18])=[CH:4][CH:5]=1)=[O:22].